This data is from Forward reaction prediction with 1.9M reactions from USPTO patents (1976-2016). The task is: Predict the product of the given reaction. (1) Given the reactants C([O:3][C:4]([C@H:6]1[CH2:11][CH2:10][C@@H:9]([C:12]2[C:13]([O:19][CH2:20][C@H:21]3[CH2:23][C@@H:22]3[C:24]3[CH:29]=[CH:28][C:27]([O:30][CH3:31])=[CH:26][N:25]=3)=[N:14][C:15]([CH3:18])=[N:16][CH:17]=2)[CH2:8][CH2:7]1)=[O:5])C.[OH-].[Na+], predict the reaction product. The product is: [CH3:31][O:30][C:27]1[CH:28]=[CH:29][C:24]([C@H:22]2[CH2:23][C@@H:21]2[CH2:20][O:19][C:13]2[C:12]([C@@H:9]3[CH2:10][CH2:11][C@H:6]([C:4]([OH:5])=[O:3])[CH2:7][CH2:8]3)=[CH:17][N:16]=[C:15]([CH3:18])[N:14]=2)=[N:25][CH:26]=1. (2) Given the reactants [NH:1]1[CH:5]=[C:4]([C:6]([O:8]C)=[O:7])[N:3]=[CH:2]1.Cl[C:11]1[N:16]=[C:15]([NH:17][C:18]2[N:23]=[CH:22][C:21]3[N:24]=[C:25]([CH3:30])[N:26]([CH:27]([CH3:29])[CH3:28])[C:20]=3[CH:19]=2)[CH:14]=[CH:13][N:12]=1.C(=O)([O-])[O-].[Cs+].[Cs+], predict the reaction product. The product is: [CH:27]([N:26]1[C:20]2[CH:19]=[C:18]([NH:17][C:15]3[CH:14]=[CH:13][N:12]=[C:11]([N:1]4[CH:5]=[C:4]([C:6]([OH:8])=[O:7])[N:3]=[CH:2]4)[N:16]=3)[N:23]=[CH:22][C:21]=2[N:24]=[C:25]1[CH3:30])([CH3:29])[CH3:28]. (3) Given the reactants Cl[C:2]1[CH:7]=[N:6][CH:5]=[C:4]([Cl:8])[N:3]=1.[N:9]1([C:15]([O:17][C:18]([CH3:21])([CH3:20])[CH3:19])=[O:16])[CH2:14][CH2:13][NH:12][CH2:11][CH2:10]1.C(=O)([O-])[O-].[Cs+].[Cs+], predict the reaction product. The product is: [Cl:8][C:4]1[N:3]=[C:2]([N:12]2[CH2:11][CH2:10][N:9]([C:15]([O:17][C:18]([CH3:21])([CH3:20])[CH3:19])=[O:16])[CH2:14][CH2:13]2)[CH:7]=[N:6][CH:5]=1.